Dataset: Ames mutagenicity test results for genotoxicity prediction. Task: Regression/Classification. Given a drug SMILES string, predict its toxicity properties. Task type varies by dataset: regression for continuous values (e.g., LD50, hERG inhibition percentage) or binary classification for toxic/non-toxic outcomes (e.g., AMES mutagenicity, cardiotoxicity, hepatotoxicity). Dataset: ames. (1) The molecule is CCCCON(OC(C)=O)C(=O)c1ccc(C(C)(C)C)cc1. The result is 1 (mutagenic). (2) The drug is Oc1cc2ccccc2c2ccc3ccccc3c12. The result is 0 (non-mutagenic). (3) The drug is C(=C/c1cccc(/C=C/c2ccccc2)c1)\c1ccccc1. The result is 0 (non-mutagenic).